From a dataset of Forward reaction prediction with 1.9M reactions from USPTO patents (1976-2016). Predict the product of the given reaction. (1) The product is: [CH3:40][N:42]1[CH2:47][CH2:46][CH:45]([NH:48][C:10]([C:8]2[CH:7]=[CH:6][C:5]3[N:1]=[CH:2][NH:3][C:4]=3[CH:9]=2)=[O:12])[CH2:44][CH2:43]1. Given the reactants [N:1]1[C:5]2[CH:6]=[CH:7][C:8]([C:10]([OH:12])=O)=[CH:9][C:4]=2[NH:3][CH:2]=1.CCN=C=NCCCN(C)C.Cl.C1C=CC2N(O)N=NC=2C=1.C(O[C:40]([N:42]1[CH2:47][CH2:46][CH:45]([NH2:48])[CH2:44][CH2:43]1)=O)(C)(C)C.CCN(C(C)C)C(C)C, predict the reaction product. (2) Given the reactants N.C[N:3](C(ON1N=NC2C=CC=NC1=2)=[N+](C)C)C.F[P-](F)(F)(F)(F)F.[F:26][C:27]1[CH:32]=[CH:31][C:30]([C:33]2[O:34][C:35]3[CH:44]=[C:43]([NH:45][S:46]([CH3:49])(=[O:48])=[O:47])[C:42]([O:50][CH:51]([CH3:53])[CH3:52])=[CH:41][C:36]=3[C:37]=2[C:38](O)=[O:39])=[CH:29][CH:28]=1, predict the reaction product. The product is: [F:26][C:27]1[CH:32]=[CH:31][C:30]([C:33]2[O:34][C:35]3[CH:44]=[C:43]([NH:45][S:46]([CH3:49])(=[O:48])=[O:47])[C:42]([O:50][CH:51]([CH3:53])[CH3:52])=[CH:41][C:36]=3[C:37]=2[C:38]([NH2:3])=[O:39])=[CH:29][CH:28]=1. (3) The product is: [Cl:1][C:2]1[CH:9]=[CH:8][C:7]([Cl:10])=[CH:6][C:3]=1[CH2:4][NH:5][C:22](=[O:23])[CH:21]([C:16]1[CH:17]=[CH:18][CH:19]=[C:20]2[C:15]=1[CH:14]=[CH:13][N:12]=[CH:11]2)[CH3:25]. Given the reactants [Cl:1][C:2]1[CH:9]=[CH:8][C:7]([Cl:10])=[CH:6][C:3]=1[CH2:4][NH2:5].[CH:11]1[C:20]2[C:15](=[C:16]([CH:21]([CH3:25])[C:22](O)=[O:23])[CH:17]=[CH:18][CH:19]=2)[CH:14]=[CH:13][N:12]=1.C1C2C(=C(CC(O)=O)C=CC=2)C=CN=1, predict the reaction product.